This data is from Drug-target binding data from BindingDB using IC50 measurements. The task is: Regression. Given a target protein amino acid sequence and a drug SMILES string, predict the binding affinity score between them. We predict pIC50 (pIC50 = -log10(IC50 in M); higher means more potent). Dataset: bindingdb_ic50. (1) The small molecule is CCO[C@@H](Cc1ccc(OCc2cc(CO)ccn2)cc1)C(=O)NOC. The target is CKENALLRYLLDKDD. The pIC50 is 3.6. (2) The small molecule is CCCCCCc1nc2c([nH]1)c(=O)n(C)c(=O)n2C. The target protein sequence is MAVAKVEPIKIMLKPGKDGPKLRQWPLTKEKIEALKEICEKMEKEGQLEEAPPTNPYNTPTFAIKKKDKNKWRMLIDFRELNKVTQDFTEIQLGIPHPAGLAKKRRITVLDVGDAYFSIPLHEDFRPYTAFTLPSVNNAEPGKRYIYKVLPQGWKGSPAIFQHTMRQVLEPFRKANKDVIIIQYMDDILIASDRTDLEHDRVILQLKELLNGLGFSTPDEKFQKDPPYHWMGYELWPTKWKLQKIQLPQKEIWTVNDIQKLVGVLNWAAQLYPGIKTKHLCRLIRGKMTLTEEVQWTELAEAELEENRIILSQEQEGHYYQEEKELEATVQKDQDNQWTYKIHQEDKILKVGKYAKVKNTHTNGIRLLAQVVQKIGKEALVIWGRIPKFHLPVEREIWEQWWDNYWQVTWIPDWDFVSTPPLVRLAFNLVGDPIPGAETFYTDGSCNRQSKEGKAGYVTDRGKDKVKKLEQTTNQQAELEAFAMALTDSGPKVNIIVDSQ.... The pIC50 is 4.7. (3) The drug is CC(C)Cc1ccc(C(C)C(=O)O)cc1. The target protein (P55926) has sequence MELKTEEEEVGGVQPVSIQAFASSSTLHGLAHIFSYERLSLKRALWALCFLGSLAVLLCVCTERVQYYFCYHHVTKLDEVAASQLTFPAVTLCNLNEFRFSQVSKNDLYHAGELLALLNNRYEIPDTQMADEKQLEILQDKANFRSFKPKPFNMREFYDRAGHDIRDMLLSCHFRGEACSAEDFKVVFTRYGKCYTFNSGQDGRPRLKTMKGGTGNGLEIMLDIQQDEYLPVWGETDETSFEAGIKVQIHSQDEPPFIDQLGFGVAPGFQTFVSCQEQRLIYLPSPWGTCNAVTMDSDFFDSYSITACRIDCETRYLVENCNCRMVHMPGDAPYCTPEQYKECADPALDFLVEKDQEYCVCEMPCNLTRYGKELSMVKIPSKASAKYLAKKFNKSEQYIGENILVLDIFFEVLNYETIEQKKAYEIAGLLGDIGGQMGLFIGASILTVLELFDYAYEVIKHRLCRRGKCQKEAKRSSADKGVALSLDDVKRHNPCESLRG.... The pIC50 is 3.5. (4) The drug is COc1ccc2nc(Nc3snc(C)c3C(=O)Nc3ccc(OC)nc3)sc2c1. The target protein sequence is DAAIAEDPPDAIAGLQAEWMQMSSLGTVDAPNFIVGNPWDDKLIFKLLSGLSKPVSSYPNTFEWQCKLPAIKPKTEFQLGSKLVYVHHLLGEGAFAQVYEATQGDLNDAKNKQKFVLKVQKPANPWEFYIGTQLMERLKPSMQHMFMKFYSAHLFQNGSVLVGELYSYGTLLNAINLYKNTPEKVMPQGLVISFAMRMLYMIEQVHDCEIIHGDIKPDNFILGNGFLEQDDEDDLSAGLALIDLGQSIDMKLFPKGTIFTAKCETSGFQCVEMLSNKPWNYQIDYFGVAATVYCMLFGTYMKVKNEGGECKPEGLFRRLPHLDMWNEFFHVMLNIPDCHHLPSLDLLRQKLKKVFQQHYTNKIRALRNRLIVLLLECKRSRK. The pIC50 is 4.8. (5) The compound is O=C(Nc1nc2cccc(-c3ccc(NS(=O)(=O)C4CC4)nc3)n2n1)C1CC1. The target protein sequence is EQNPDIVSEKKPATEVDPTHFEKRFLKRIRDLGEGHFGKVELCRYDPEGDNTGEQVAVKSLKPESGGNHIADLKKEIEILRNLYHENIVKYKGICTEDGGNGIKLIMEFLPSGSLKEYLPKNKNKINLKQQLKYAVQICKGMDYLGSRQYVHRDLAARNVLVESEHQVKIGDFGLTKAIETDKEYYTVKDDRDSPVFWYAPECLMQSKFYIASDVWSFGVTLHELLTYCDSDSSPMALFLKMIGPTHGQMTVTRLVNTLKEGKRLPCPPNCPDEVYQLMRKCWEFQPSNRTSFQNLIEGFEALLK. The pIC50 is 5.3. (6) The pIC50 is 7.9. The small molecule is O=C(Nc1cn[nH]c1)c1nc2cccnn2c1-c1ccc(Cl)c(F)c1. The target protein sequence is SGAAPRARPRPPALALPPTGPESLTHFPFSDEDTRRHPPGRSVSFEAENGPTPSPGRSPLDSQASPGLVLHAGAATSQRRESFLYRSDSDYDMSPKTMSRNSSVTSEAHAEDLIVTPFAQVLASLRSVRSNFSLLTNVPVPSNKRSPLGGPTPVCKATLSEETCQQLARETLEELDWCLEQLETMQTYRSVSEMASHKFKRMLNRELTHLSEMSRSGNQVSEYISTTFLDKQNEVEIPSPTMKEREKQQAPRPRPSQPPPPPVPHLQPMSQITGLKKLMHSNSLNNSNIPRFGVKTDQEELLAQELENLNKWGLNIFCVSDYAGGRSLTCIMYMIFQERDLLKKFRIPVDTMVTYMLTLEDHYHADVAYHNSLHAADVLQSTHVLLATPALDAVFTDLEILAALFAAAIHDVDHPGVSNQFLINTNSELALMYNDESVLENHHLAVGFKLLQEDNCDIFQNLSKRQRQSLRKMVIDMVLATDMSKHMTLLADLKTMVETK.... (7) The compound is O=C(Nc1ccc(-c2ccc(NC(=O)c3ccc(F)cc3)cn2)cc1)c1ccc(F)cc1. The target protein (Q06124) has sequence MTSRRWFHPNITGVEAENLLLTRGVDGSFLARPSKSNPGDFTLSVRRNGAVTHIKIQNTGDYYDLYGGEKFATLAELVQYYMEHHGQLKEKNGDVIELKYPLNCADPTSERWFHGHLSGKEAEKLLTEKGKHGSFLVRESQSHPGDFVLSVRTGDDKGESNDGKSKVTHVMIRCQELKYDVGGGERFDSLTDLVEHYKKNPMVETLGTVLQLKQPLNTTRINAAEIESRVRELSKLAETTDKVKQGFWEEFETLQQQECKLLYSRKEGQRQENKNKNRYKNILPFDHTRVVLHDGDPNEPVSDYINANIIMPEFETKCNNSKPKKSYIATQGCLQNTVNDFWRMVFQENSRVIVMTTKEVERGKSKCVKYWPDEYALKEYGVMRVRNVKESAAHDYTLRELKLSKVGQALLQGNTERTVWQYHFRTWPDHGVPSDPGGVLDFLEEVHHKQESIMDAGPVVVHCSAGIGRTGTFIVIDILIDIIREKGVDCDIDVPKTIQM.... The pIC50 is 4.7.